From a dataset of Reaction yield outcomes from USPTO patents with 853,638 reactions. Predict the reaction yield, written as a fraction of the theoretical maximum amount of product (1.0 means a 100% yield; for example, 0.34 means a 34% yield). (1) The reactants are [H-].[Na+].[C:3]([O:9][CH2:10][CH3:11])(=[O:8])[CH2:4][C:5]([O-:7])=[O:6].[Br:12][C:13]1[CH:14]=[C:15]([N+:20]([O-:22])=[O:21])[C:16](Cl)=[N:17][CH:18]=1.[CH3:23][C:24](O)=O. The catalyst is CN(C=O)C. The product is [Br:12][C:13]1[CH:14]=[C:15]([N+:20]([O-:22])=[O:21])[C:16]([CH:4]([C:5]([O:7][CH2:23][CH3:24])=[O:6])[C:3]([O:9][CH2:10][CH3:11])=[O:8])=[N:17][CH:18]=1. The yield is 0.990. (2) The reactants are C(OC([NH:8][CH2:9][CH2:10][CH2:11][C:12]([O:14][C:15]1[C:20]([CH3:21])=[CH:19][CH:18]=[CH:17][C:16]=1[CH3:22])=[O:13])=O)(C)(C)C.[ClH:23]. The catalyst is C(Cl)Cl. The product is [ClH:23].[NH2:8][CH2:9][CH2:10][CH2:11][C:12]([O:14][C:15]1[C:20]([CH3:21])=[CH:19][CH:18]=[CH:17][C:16]=1[CH3:22])=[O:13]. The yield is 0.860. (3) The reactants are [N:1]1([CH2:7][CH2:8][CH2:9][O:10][C:11]2[CH:18]=[CH:17][C:14]([CH:15]=O)=[CH:13][CH:12]=2)[CH2:6][CH2:5][CH2:4][CH2:3][CH2:2]1.[NH:19]1[CH2:24][CH2:23][CH:22]([NH:25][C:26]2[CH:31]=[CH:30][CH:29]=[CH:28][N:27]=2)[CH2:21][CH2:20]1.C(O[BH-](OC(=O)C)OC(=O)C)(=O)C.[Na+].[OH-].[Na+].[CH2:48]([Cl:50])[Cl:49]. The catalyst is C(O)(=O)C. The product is [NH3:1].[CH2:48]([Cl:50])[Cl:49].[N:1]1([CH2:7][CH2:8][CH2:9][O:10][C:11]2[CH:18]=[CH:17][C:14]([CH2:15][N:19]3[CH2:24][CH2:23][CH:22]([NH:25][C:26]4[CH:31]=[CH:30][CH:29]=[CH:28][N:27]=4)[CH2:21][CH2:20]3)=[CH:13][CH:12]=2)[CH2:6][CH2:5][CH2:4][CH2:3][CH2:2]1. The yield is 0.0300. (4) The reactants are [CH3:1][C:2]1[N:7]=[C:6]([O:8][C:9]2[CH:16]=[CH:15][C:12]([C:13]#[N:14])=[CH:11][CH:10]=2)[CH:5]=[CH:4][C:3]=1[CH2:17][N:18]1[CH2:23][CH2:22][CH:21]([N:24]2[C@H:28]([C:29]3[CH:34]=[CH:33][CH:32]=[CH:31][CH:30]=3)[CH2:27][N:26]([CH:35]3[CH2:40][CH2:39][O:38][CH2:37][CH2:36]3)[C:25]2=[O:41])[CH2:20][CH2:19]1.C(O)(C(F)(F)F)=[O:43]. The catalyst is OS(O)(=O)=O. The product is [CH3:1][C:2]1[N:7]=[C:6]([O:8][C:9]2[CH:16]=[CH:15][C:12]([C:13]([NH2:14])=[O:43])=[CH:11][CH:10]=2)[CH:5]=[CH:4][C:3]=1[CH2:17][N:18]1[CH2:23][CH2:22][CH:21]([N:24]2[C@H:28]([C:29]3[CH:34]=[CH:33][CH:32]=[CH:31][CH:30]=3)[CH2:27][N:26]([CH:35]3[CH2:36][CH2:37][O:38][CH2:39][CH2:40]3)[C:25]2=[O:41])[CH2:20][CH2:19]1. The yield is 0.890. (5) The reactants are [BH4-].[Na+].[O:3]=[C:4]1[CH2:9][CH2:8][N:7]([C:10]([O:12][C:13]([CH3:16])([CH3:15])[CH3:14])=[O:11])[CH2:6][CH2:5]1. The catalyst is CO. The product is [OH:3][CH:4]1[CH2:5][CH2:6][N:7]([C:10]([O:12][C:13]([CH3:16])([CH3:15])[CH3:14])=[O:11])[CH2:8][CH2:9]1. The yield is 1.00. (6) The reactants are [CH3:1][C:2]1[CH:29]=[CH:28][C:5]([C:6]([NH:8][C:9]2[S:13][C:12]([NH:14][C:15]3[CH:24]=[CH:23][C:22]4[C:17](=[CH:18][CH:19]=[CH:20][CH:21]=4)[CH:16]=3)=[N:11][C:10]=2[C:25]([NH2:27])=[O:26])=[O:7])=[CH:4][C:3]=1[N+:30]([O-])=O. The catalyst is CO.C1COCC1.[Pd]. The product is [NH2:30][C:3]1[CH:4]=[C:5]([CH:28]=[CH:29][C:2]=1[CH3:1])[C:6]([NH:8][C:9]1[S:13][C:12]([NH:14][C:15]2[CH:24]=[CH:23][C:22]3[C:17](=[CH:18][CH:19]=[CH:20][CH:21]=3)[CH:16]=2)=[N:11][C:10]=1[C:25]([NH2:27])=[O:26])=[O:7]. The yield is 0.490. (7) The reactants are [OH:1][C:2]1[C:3]2[CH2:24][N:23](C(OC(C)(C)C)=O)[CH2:22][CH2:21][C:4]=2[N:5]=[C:6]([NH:8][C:9]2[CH:14]=[CH:13][C:12]([N:15]3[CH:19]=[CH:18][N:17]=[C:16]3[CH3:20])=[CH:11][CH:10]=2)[N:7]=1.Cl. The catalyst is C(O)C. The product is [CH3:20][C:16]1[N:15]([C:12]2[CH:13]=[CH:14][C:9]([NH:8][C:6]3[N:7]=[C:2]([OH:1])[C:3]4[CH2:24][NH:23][CH2:22][CH2:21][C:4]=4[N:5]=3)=[CH:10][CH:11]=2)[CH:19]=[CH:18][N:17]=1. The yield is 0.741. (8) The reactants are Br[C:2]1[CH:3]=[C:4]([NH2:16])[CH:5]=[C:6]([C:8]2[CH:13]=[CH:12][C:11]([F:14])=[CH:10][C:9]=2[F:15])[CH:7]=1.[C:17]([Si:19]([CH3:22])([CH3:21])[CH3:20])#[CH:18].CCN(CC)CC. The catalyst is CC(P(C(C)(C)C)C(C)(C)C)(C)C.CC(P(C(C)(C)C)C(C)(C)C)(C)C.[Pd].[Cu]I.O1CCOCC1. The product is [F:15][C:9]1[CH:10]=[C:11]([F:14])[CH:12]=[CH:13][C:8]=1[C:6]1[CH:7]=[C:2]([C:18]#[C:17][Si:19]([CH3:22])([CH3:21])[CH3:20])[CH:3]=[C:4]([NH2:16])[CH:5]=1. The yield is 0.710.